This data is from Merck oncology drug combination screen with 23,052 pairs across 39 cell lines. The task is: Regression. Given two drug SMILES strings and cell line genomic features, predict the synergy score measuring deviation from expected non-interaction effect. (1) Drug 1: CC(=O)OC1C(=O)C2(C)C(O)CC3OCC3(OC(C)=O)C2C(OC(=O)c2ccccc2)C2(O)CC(OC(=O)C(O)C(NC(=O)c3ccccc3)c3ccccc3)C(C)=C1C2(C)C. Drug 2: CS(=O)(=O)CCNCc1ccc(-c2ccc3ncnc(Nc4ccc(OCc5cccc(F)c5)c(Cl)c4)c3c2)o1. Cell line: A2780. Synergy scores: synergy=-11.5. (2) Drug 1: O=S1(=O)NC2(CN1CC(F)(F)F)C1CCC2Cc2cc(C=CCN3CCC(C(F)(F)F)CC3)ccc2C1. Drug 2: CCN(CC)CCNC(=O)c1c(C)[nH]c(C=C2C(=O)Nc3ccc(F)cc32)c1C. Cell line: ZR751. Synergy scores: synergy=-1.88.